Dataset: Reaction yield outcomes from USPTO patents with 853,638 reactions. Task: Predict the reaction yield, written as a fraction of the theoretical maximum amount of product (1.0 means a 100% yield; for example, 0.34 means a 34% yield). (1) The catalyst is C1COCC1. The reactants are [F:1][C:2]1[CH:24]=[CH:23][C:5]([O:6][C:7]2[CH:8]=[C:9]3[C:13](=[CH:14][C:15]=2[C:16]([NH2:18])=[O:17])[N:12]([CH2:19][CH:20]([CH3:22])[CH3:21])[N:11]=[CH:10]3)=[CH:4][CH:3]=1.C(N1C=CN=C1)(N1C=CN=C1)=O.[N:37]1([CH2:42][CH2:43]N)[CH2:41][CH2:40][CH2:39][CH2:38]1. The product is [N:37]1([CH2:42][CH2:43][NH:18][C:16]([C:15]2[CH:14]=[C:13]3[C:9]([CH:10]=[N:11][N:12]3[CH2:19][CH:20]([CH3:22])[CH3:21])=[CH:8][C:7]=2[O:6][C:5]2[CH:23]=[CH:24][C:2]([F:1])=[CH:3][CH:4]=2)=[O:17])[CH2:41][CH2:40][CH2:39][CH2:38]1. The yield is 0.630. (2) The reactants are Cl.O1CCOCC1.CN(C)S([N:13]1[CH:17]=[CH:16][C:15]([C:18]([C:27]2[CH:32]=[CH:31][CH:30]=[C:29]([Cl:33])[CH:28]=2)([NH:20]S(C(C)(C)C)=O)[CH3:19])=[N:14]1)(=O)=O. The catalyst is CO. The product is [Cl:33][C:29]1[CH:28]=[C:27]([C:18]([NH2:20])([C:15]2[CH:16]=[CH:17][NH:13][N:14]=2)[CH3:19])[CH:32]=[CH:31][CH:30]=1. The yield is 0.860.